This data is from Reaction yield outcomes from USPTO patents with 853,638 reactions. The task is: Predict the reaction yield, written as a fraction of the theoretical maximum amount of product (1.0 means a 100% yield; for example, 0.34 means a 34% yield). (1) The reactants are [CH2:1]([C:8]1[C:16]2[C:11](=[CH:12][CH:13]=[CH:14][CH:15]=2)[NH:10][C:9]=1[C:17]([NH:19][NH2:20])=[O:18])[C:2]1[CH:7]=[CH:6][CH:5]=[CH:4][CH:3]=1.[Br:21][C:22]1[CH:29]=[CH:28][C:25]([CH:26]=O)=[CH:24][CH:23]=1. The catalyst is C(O)C. The product is [CH2:1]([C:8]1[C:16]2[C:11](=[CH:12][CH:13]=[CH:14][CH:15]=2)[NH:10][C:9]=1[C:17]([NH:19][N:20]=[CH:26][C:25]1[CH:28]=[CH:29][C:22]([Br:21])=[CH:23][CH:24]=1)=[O:18])[C:2]1[CH:3]=[CH:4][CH:5]=[CH:6][CH:7]=1. The yield is 0.845. (2) The reactants are [H-].[Na+].[OH:3][C:4]1[CH:9]=[CH:8][CH:7]=[CH:6][C:5]=1[C:10]1[CH:15]=[CH:14][C:13]([B:16]([OH:18])[OH:17])=[CH:12][CH:11]=1.[CH3:19][SiH:20]([CH3:22])[CH3:21].C1[CH2:27][O:26][CH2:25][CH2:24]1. The catalyst is CN(C=O)C. The product is [CH3:19][Si:20]([CH3:22])([CH3:21])[CH2:24][CH2:25][O:26][CH2:27][O:3][C:4]1[CH:9]=[CH:8][CH:7]=[CH:6][C:5]=1[C:10]1[CH:15]=[CH:14][C:13]([B:16]([OH:18])[OH:17])=[CH:12][CH:11]=1. The yield is 0.291.